This data is from Full USPTO retrosynthesis dataset with 1.9M reactions from patents (1976-2016). The task is: Predict the reactants needed to synthesize the given product. (1) Given the product [CH3:25][O:26][C@@H:27]1[C@H:32]([O:33][CH3:34])[C@@H:31]([O:35][CH3:36])[C@H:30]([CH3:37])[O:29][C@H:28]1[O:38][N:39]=[CH:19][C:18]1[CH:21]=[CH:22][C:15]([C:13]2[N:12]=[CH:11][N:10]([C:7]3[CH:8]=[CH:9][C:4]([O:3][C:2]([F:23])([F:1])[F:24])=[CH:5][CH:6]=3)[CH:14]=2)=[CH:16][CH:17]=1, predict the reactants needed to synthesize it. The reactants are: [F:1][C:2]([F:24])([F:23])[O:3][C:4]1[CH:9]=[CH:8][C:7]([N:10]2[CH:14]=[C:13]([C:15]3[CH:22]=[CH:21][C:18]([CH:19]=O)=[CH:17][CH:16]=3)[N:12]=[CH:11]2)=[CH:6][CH:5]=1.[CH3:25][O:26][C@@H:27]1[C@H:32]([O:33][CH3:34])[C@@H:31]([O:35][CH3:36])[C@H:30]([CH3:37])[O:29][C@H:28]1[O:38][NH2:39]. (2) Given the product [CH2:1]([O:3][C:4]([C:6]1[C:7](=[O:20])[N:8]([C:14]2[CH:15]=[CH:16][CH:17]=[CH:18][CH:19]=2)[C:9]([CH:12]=[O:13])=[CH:10][CH:11]=1)=[O:5])[CH3:2], predict the reactants needed to synthesize it. The reactants are: [CH2:1]([O:3][C:4]([C:6]1[C:7](=[O:20])[N:8]([C:14]2[CH:19]=[CH:18][CH:17]=[CH:16][CH:15]=2)[C:9]([CH2:12][OH:13])=[CH:10][CH:11]=1)=[O:5])[CH3:2].CC(OI1(OC(C)=O)(OC(C)=O)OC(=O)C2C1=CC=CC=2)=O.C(=O)(O)[O-].[Na+]. (3) Given the product [CH3:21][N:22]([CH3:23])[CH:3]([C:8]1[C:9](=[O:17])[C:10]([OH:16])=[C:11]([CH3:15])[N:12]([CH3:14])[CH:13]=1)[C:4]([F:7])([F:6])[F:5], predict the reactants needed to synthesize it. The reactants are: Cl.Cl[CH:3]([C:8]1[C:9](=[O:17])[C:10]([OH:16])=[C:11]([CH3:15])[N:12]([CH3:14])[CH:13]=1)[C:4]([F:7])([F:6])[F:5].C(#N)C.[CH3:21][NH:22][CH3:23].O. (4) Given the product [CH3:1][O:2][C:3](=[O:14])[C:4]([Br:15])=[N:5][NH:6][C:7]1[CH:12]=[CH:11][C:10]([Cl:13])=[CH:9][CH:8]=1, predict the reactants needed to synthesize it. The reactants are: [CH3:1][O:2][C:3](=[O:14])[CH:4]=[N:5][NH:6][C:7]1[CH:12]=[CH:11][C:10]([Cl:13])=[CH:9][CH:8]=1.[Br:15]N1C(=O)CCC1=O. (5) Given the product [CH2:20]([N:15]1[C@H:14]2[CH2:18][S:17][C:11](=[O:13])[C@H:10]2[N:9]([CH2:2][C:3]2[CH:4]=[CH:5][CH:6]=[CH:7][CH:8]=2)[C:16]1=[O:19])[C:21]1[CH:26]=[CH:25][CH:24]=[CH:23][CH:22]=1, predict the reactants needed to synthesize it. The reactants are: Cl.[CH2:2]([NH:9][C@@H:10]([C@@H:14]1[CH2:18][S:17][C:16](=[O:19])[N:15]1[CH2:20][C:21]1[CH:26]=[CH:25][CH:24]=[CH:23][CH:22]=1)[C:11](=[O:13])N)[C:3]1[CH:8]=[CH:7][CH:6]=[CH:5][CH:4]=1.C(OCC)(=O)C.